This data is from Full USPTO retrosynthesis dataset with 1.9M reactions from patents (1976-2016). The task is: Predict the reactants needed to synthesize the given product. Given the product [Br:1][C:2]1[CH:10]=[C:6]2[C:5](=[CH:4][CH:3]=1)[NH:11][C:19](=[S:20])[N:18]([C:12]1[CH:17]=[CH:16][CH:15]=[CH:14][CH:13]=1)[C:7]2=[O:9], predict the reactants needed to synthesize it. The reactants are: [Br:1][C:2]1[CH:3]=[CH:4][C:5]([NH2:11])=[C:6]([CH:10]=1)[C:7]([OH:9])=O.[C:12]1([N:18]=[C:19]=[S:20])[CH:17]=[CH:16][CH:15]=[CH:14][CH:13]=1.